From a dataset of Full USPTO retrosynthesis dataset with 1.9M reactions from patents (1976-2016). Predict the reactants needed to synthesize the given product. (1) Given the product [C:1]([C:5]1[CH:6]=[C:7]2[C:12](=[C:13]([F:15])[CH:14]=1)[C:11](=[O:16])[N:10]([C:17]1[C:18]([CH2:19][OH:20])=[C:21]([C:25]3[CH:30]=[C:29]([NH:31][C:32]4[CH:37]=[CH:36][C:35]([N:38]5[CH2:43][CH2:42][N:41]([CH:44]6[CH2:47][O:46][CH2:45]6)[CH2:40][C@@H:39]5[CH2:48][CH3:49])=[CH:34][N:33]=4)[C:28](=[O:50])[N:27]([CH3:51])[CH:26]=3)[CH:22]=[CH:23][N:24]=1)[N:9]=[CH:8]2)([CH3:3])([CH3:2])[CH3:4], predict the reactants needed to synthesize it. The reactants are: [C:1]([C:5]1[CH:6]=[C:7]2[C:12](=[C:13]([F:15])[CH:14]=1)[C:11](=[O:16])[N:10]([C:17]1[N:24]=[CH:23][CH:22]=[C:21]([C:25]3[CH:30]=[C:29]([NH:31][C:32]4[CH:37]=[CH:36][C:35]([N:38]5[CH2:43][CH2:42][N:41]([CH:44]6[CH2:47][O:46][CH2:45]6)[CH2:40][C@@H:39]5[CH2:48][CH3:49])=[CH:34][N:33]=4)[C:28](=[O:50])[N:27]([CH3:51])[CH:26]=3)[C:18]=1[CH:19]=[O:20])[N:9]=[CH:8]2)([CH3:4])([CH3:3])[CH3:2].[BH4-].[Na+]. (2) Given the product [F:16][C:13]1[CH:14]=[CH:15][C:10]([NH:9][C:6]2[CH:5]=[CH:4][C:3]([CH2:2][NH:1][C:33]([C:30]3([NH:29][C:27]([C:25]4[CH:24]=[N:23][CH:22]=[N:21][CH:26]=4)=[O:28])[CH2:32][CH2:31]3)=[O:34])=[N:8][CH:7]=2)=[C:11]([C:17]([F:20])([F:19])[F:18])[CH:12]=1, predict the reactants needed to synthesize it. The reactants are: [NH2:1][CH2:2][C:3]1[N:8]=[CH:7][C:6]([NH:9][C:10]2[CH:15]=[CH:14][C:13]([F:16])=[CH:12][C:11]=2[C:17]([F:20])([F:19])[F:18])=[CH:5][CH:4]=1.[N:21]1[CH:26]=[C:25]([C:27]([NH:29][C:30]2([C:33](O)=[O:34])[CH2:32][CH2:31]2)=[O:28])[CH:24]=[N:23][CH:22]=1.